From a dataset of Full USPTO retrosynthesis dataset with 1.9M reactions from patents (1976-2016). Predict the reactants needed to synthesize the given product. (1) Given the product [CH2:30]([NH:37][C:38]([C:27]1[S:26][C:21]2[N:20]([C:19](=[O:29])[N:18]([CH2:11][C:12]3[CH:13]=[CH:14][CH:15]=[CH:16][CH:17]=3)[C:23](=[O:24])[C:22]=2[CH3:25])[CH:28]=1)=[S:39])[C:31]1[CH:36]=[CH:35][CH:34]=[CH:33][CH:32]=1, predict the reactants needed to synthesize it. The reactants are: C[Si](C)(C)N[Si](C)(C)C.[Li].[CH2:11]([N:18]1[C:23](=[O:24])[C:22]([CH3:25])=[C:21]2[S:26][CH:27]=[CH:28][N:20]2[C:19]1=[O:29])[C:12]1[CH:17]=[CH:16][CH:15]=[CH:14][CH:13]=1.[CH2:30]([N:37]=[C:38]=[S:39])[C:31]1[CH:36]=[CH:35][CH:34]=[CH:33][CH:32]=1.[Cl-].[NH4+]. (2) Given the product [CH3:26][S:27]([O:16][CH:13]1[CH2:14][CH2:15][C:10]([C:9]2[CH:8]=[CH:7][N:6]=[CH:5][C:4]=2[N+:1]([O-:3])=[O:2])=[CH:11][CH2:12]1)(=[O:29])=[O:28], predict the reactants needed to synthesize it. The reactants are: [N+:1]([C:4]1[CH:5]=[N:6][CH:7]=[CH:8][C:9]=1[C:10]1[CH2:15][CH2:14][CH:13]([OH:16])[CH2:12][CH:11]=1)([O-:3])=[O:2].CCN(C(C)C)C(C)C.[CH3:26][S:27](Cl)(=[O:29])=[O:28]. (3) Given the product [CH3:10][C:9]1([CH3:11])[C:4]2[C:3]3[C:12](=[O:14])[NH:20][CH:18]=[N:1][C:2]=3[S:6][C:5]=2[CH2:7][CH2:8]1, predict the reactants needed to synthesize it. The reactants are: [NH2:1][C:2]1[S:6][C:5]2[CH2:7][CH2:8][C:9]([CH3:11])([CH3:10])[C:4]=2[C:3]=1[C:12]([O:14]CC)=O.O.[CH:18]([NH2:20])=O. (4) Given the product [CH3:1][N:4]([CH3:5])[C:17](=[O:18])[CH:16]([NH:15][C:13](=[O:14])[C:12]1[CH:21]=[CH:22][C:23]([C:25]2[CH:26]=[N:27][C:28]3[N:29]([C:31]([C:34]4([C:37]5[CH:38]=[C:39]6[C:44](=[CH:45][CH:46]=5)[N:43]=[CH:42][CH:41]=[CH:40]6)[CH2:35][CH2:36]4)=[CH:32][N:33]=3)[CH:30]=2)=[CH:24][C:11]=1[F:10])[CH2:20][CH3:47], predict the reactants needed to synthesize it. The reactants are: [CH:1]([N:4](CC)[CH:5](C)C)(C)C.[F:10][C:11]1[CH:24]=[C:23]([C:25]2[CH:26]=[N:27][C:28]3[N:29]([C:31]([C:34]4([C:37]5[CH:38]=[C:39]6[C:44](=[CH:45][CH:46]=5)[N:43]=[CH:42][CH:41]=[CH:40]6)[CH2:36][CH2:35]4)=[CH:32][N:33]=3)[CH:30]=2)[CH:22]=[CH:21][C:12]=1[C:13]([NH:15][CH:16]([CH3:20])[C:17](O)=[O:18])=[O:14].[CH3:47]NC.F[P-](F)(F)(F)(F)F.N1(O[P+](N(C)C)(N(C)C)N(C)C)C2C=CC=CC=2N=N1. (5) Given the product [Cl:1][C:2]1[N:3]=[CH:4][C:5]2[N:9]([C:10](=[O:12])[CH3:11])[N:25]=[CH:8][C:6]=2[N:7]=1, predict the reactants needed to synthesize it. The reactants are: [Cl:1][C:2]1[N:7]=[C:6]([CH3:8])[C:5]([NH:9][C:10](=[O:12])[CH3:11])=[CH:4][N:3]=1.C([O-])(=O)C.[K+].C(OC(=O)C)(=O)C.[N:25](OCCC(C)C)=O. (6) The reactants are: C1C(CCCO)=CC(O)=C(O)C=1.[OH:13][C:14]1[CH:15]=[C:16]([CH:22]=[CH:23][C:24]=1[OH:25])[CH:17](O)[C:18]([OH:20])=[O:19]. Given the product [OH:13][C:14]1[CH:15]=[C:16]([CH2:17][C:18]([OH:20])=[O:19])[CH:22]=[CH:23][C:24]=1[OH:25], predict the reactants needed to synthesize it. (7) Given the product [F:33][C:27]1[CH:28]=[C:29]([F:32])[CH:30]=[CH:31][C:26]=1[C:22]1[CH:23]=[CH:24][CH:25]=[C:20]([NH:19][C:18]([C:7]2[N:8]([C:11]([O:13][C:14]([CH3:15])([CH3:17])[CH3:16])=[O:12])[C:9]3[C:5]([CH:6]=2)=[CH:4][CH:3]=[C:2]([NH:1][S:37](=[O:39])(=[O:38])[NH:36][CH3:35])[CH:10]=3)=[O:34])[CH:21]=1, predict the reactants needed to synthesize it. The reactants are: [NH2:1][C:2]1[CH:10]=[C:9]2[C:5]([CH:6]=[C:7]([C:18](=[O:34])[NH:19][C:20]3[CH:21]=[C:22]([C:26]4[CH:31]=[CH:30][C:29]([F:32])=[CH:28][C:27]=4[F:33])[CH:23]=[CH:24][CH:25]=3)[N:8]2[C:11]([O:13][C:14]([CH3:17])([CH3:16])[CH3:15])=[O:12])=[CH:4][CH:3]=1.[CH3:35][NH:36][S:37](Cl)(=[O:39])=[O:38]. (8) Given the product [CH3:1][N:2]1[CH2:14][CH2:13][C:12]2[C:11]3[C:6](=[CH:7][CH:8]=[C:9]([CH3:15])[CH:10]=3)[N:5]([CH2:18][C:19]([C:22]3[CH:27]=[CH:26][N:25]=[CH:24][CH:23]=3)([OH:20])[CH3:21])[C:4]=2[CH2:3]1, predict the reactants needed to synthesize it. The reactants are: [CH3:1][N:2]1[CH2:14][CH2:13][C:12]2[C:11]3[C:6](=[CH:7][CH:8]=[C:9]([CH3:15])[CH:10]=3)[NH:5][C:4]=2[CH2:3]1.[H-].[Na+].[CH3:18][C:19]1([C:22]2[CH:27]=[CH:26][N:25]=[CH:24][CH:23]=2)[CH2:21][O:20]1.